This data is from Forward reaction prediction with 1.9M reactions from USPTO patents (1976-2016). The task is: Predict the product of the given reaction. (1) Given the reactants [ClH:1].CCOCC.C(OC([N:14]1[CH2:19][CH2:18][N:17]([C:20]([C:22]2[C:30]3[O:29][CH:28]=[CH:27][C:26]=3[CH:25]=[C:24]([NH:31][S:32]([C:35]3[CH:40]=[C:39]([CH3:41])[CH:38]=[CH:37][C:36]=3[O:42][CH3:43])(=[O:34])=[O:33])[CH:23]=2)=[O:21])[CH2:16][CH2:15]1)=O)(C)(C)C, predict the reaction product. The product is: [ClH:1].[CH3:43][O:42][C:36]1[CH:37]=[CH:38][C:39]([CH3:41])=[CH:40][C:35]=1[S:32]([NH:31][C:24]1[CH:23]=[C:22]([C:20]([N:17]2[CH2:16][CH2:15][NH:14][CH2:19][CH2:18]2)=[O:21])[C:30]2[O:29][CH:28]=[CH:27][C:26]=2[CH:25]=1)(=[O:33])=[O:34]. (2) Given the reactants C([O:3][C:4]([C:6]1[C:11]([NH:12][C:13]2[CH:18]=[CH:17][C:16]([C:19]#[CH:20])=[CH:15][C:14]=2[F:21])=[CH:10][C:9](=[O:22])[N:8]([CH3:23])[CH:7]=1)=[O:5])C.[OH-].[Na+], predict the reaction product. The product is: [C:19]([C:16]1[CH:17]=[CH:18][C:13]([NH:12][C:11]2[C:6]([C:4]([OH:5])=[O:3])=[CH:7][N:8]([CH3:23])[C:9](=[O:22])[CH:10]=2)=[C:14]([F:21])[CH:15]=1)#[CH:20]. (3) The product is: [CH:1]([N:4]([CH2:17][CH2:18][CH2:19][CH:20]=[CH2:21])[C:5]([NH:7][C@H:8]([C:13]([OH:15])=[O:14])[C:9]([CH3:12])([CH3:11])[CH3:10])=[O:6])([CH3:2])[CH3:3]. Given the reactants [CH:1]([N:4]([CH2:17][CH2:18][CH2:19][CH:20]=[CH2:21])[C:5]([NH:7][C@H:8]([C:13]([O:15]C)=[O:14])[C:9]([CH3:12])([CH3:11])[CH3:10])=[O:6])([CH3:3])[CH3:2].O.[Li+].[OH-], predict the reaction product. (4) Given the reactants N#N.[CH3:3][C:4]1([CH2:9][CH2:10][CH2:11][CH2:12][C:13]2[O:14][CH:15]=[C:16]([C:18]([OH:20])=O)[N:17]=2)[O:8][CH2:7][CH2:6][O:5]1.CN(C=O)C.C(Cl)(=O)C([Cl:29])=O, predict the reaction product. The product is: [CH3:3][C:4]1([CH2:9][CH2:10][CH2:11][CH2:12][C:13]2[O:14][CH:15]=[C:16]([C:18]([Cl:29])=[O:20])[N:17]=2)[O:8][CH2:7][CH2:6][O:5]1. (5) Given the reactants [Br-].[CH3:2][P+](C1C=CC=CC=1)(C1C=CC=CC=1)C1C=CC=CC=1.[NH2-].[Na+].[F:24][C:25]1([F:32])[CH2:30][CH2:29][C:28](=O)[CH2:27][CH2:26]1, predict the reaction product. The product is: [F:24][C:25]1([F:32])[CH2:30][CH2:29][C:28](=[CH2:2])[CH2:27][CH2:26]1. (6) The product is: [CH:10]([C:12]1[CH:17]=[CH:16][CH:15]=[CH:14][C:13]=1[S:18]([N:21]([CH3:23])[CH3:22])(=[O:20])=[O:19])=[O:25]. Given the reactants CC(C[AlH]CC(C)C)C.[C:10]([C:12]1[CH:17]=[CH:16][CH:15]=[CH:14][C:13]=1[S:18]([N:21]([CH3:23])[CH3:22])(=[O:20])=[O:19])#N.C[OH:25].Cl, predict the reaction product. (7) Given the reactants [NH2:1][C:2]1[CH:3]=[C:4]2[C:8](=[CH:9][CH:10]=1)[CH2:7][CH:6]([OH:11])[CH2:5]2.C1N=CN([C:17](N2C=NC=C2)=[S:18])C=1, predict the reaction product. The product is: [N:1]([C:2]1[CH:3]=[C:4]2[C:8](=[CH:9][CH:10]=1)[CH2:7][CH:6]([OH:11])[CH2:5]2)=[C:17]=[S:18]. (8) Given the reactants [C:1]([O:5][C:6]([NH:8][CH:9]1[CH2:12][CH:11]([CH2:13][C:14]([O:16]CC)=O)[CH2:10]1)=[O:7])([CH3:4])([CH3:3])[CH3:2].O.[NH2:20][NH2:21], predict the reaction product. The product is: [NH:20]([C:14](=[O:16])[CH2:13][CH:11]1[CH2:12][CH:9]([NH:8][C:6](=[O:7])[O:5][C:1]([CH3:4])([CH3:3])[CH3:2])[CH2:10]1)[NH2:21]. (9) Given the reactants [F:1][C:2]1[CH:3]=[C:4]([CH2:9][C:10]([OH:12])=O)[CH:5]=[C:6]([F:8])[CH:7]=1.[NH2:13][C@H:14]([C:16]([C:18]1([NH2:40])[N:24]=[C:23]([C:25]2[CH:30]=[CH:29][CH:28]=[CH:27][CH:26]=2)[C:22]2[CH:31]=[C:32]([N+:35]([O-:37])=[O:36])[CH:33]=[CH:34][C:21]=2[N:20]([CH3:38])[C:19]1=[O:39])=[O:17])[CH3:15], predict the reaction product. The product is: [F:8][C:6]1[CH:5]=[C:4]([CH2:9][C:10]([NH:13][C@H:14]([C:16]([C:18]2([NH2:40])[N:24]=[C:23]([C:25]3[CH:26]=[CH:27][CH:28]=[CH:29][CH:30]=3)[C:22]3[CH:31]=[C:32]([N+:35]([O-:37])=[O:36])[CH:33]=[CH:34][C:21]=3[N:20]([CH3:38])[C:19]2=[O:39])=[O:17])[CH3:15])=[O:12])[CH:3]=[C:2]([F:1])[CH:7]=1. (10) Given the reactants [NH:1]1[C:10]2[C:5](=[CH:6][CH:7]=[CH:8][CH:9]=2)[CH2:4][CH2:3][CH:2]1[CH2:11][NH:12][C:13]([NH:15][C:16]1[CH:24]=[CH:23][CH:22]=[C:21]2[C:17]=1[CH:18]=[N:19][N:20]2[C:25]([O:27][CH3:28])=[O:26])=[O:14].C(O[BH-](OC(=O)C)OC(=O)C)(=O)C.[Na+].[C:43]1([CH2:49][CH:50]=O)[CH:48]=[CH:47][CH:46]=[CH:45][CH:44]=1.C(O)(=O)C, predict the reaction product. The product is: [C:43]1([CH2:49][CH2:50][N:1]2[C:10]3[C:5](=[CH:6][CH:7]=[CH:8][CH:9]=3)[CH2:4][CH2:3][CH:2]2[CH2:11][NH:12][C:13]([NH:15][C:16]2[CH:24]=[CH:23][CH:22]=[C:21]3[C:17]=2[CH:18]=[N:19][N:20]3[C:25]([O:27][CH3:28])=[O:26])=[O:14])[CH:48]=[CH:47][CH:46]=[CH:45][CH:44]=1.